Dataset: Catalyst prediction with 721,799 reactions and 888 catalyst types from USPTO. Task: Predict which catalyst facilitates the given reaction. Reactant: [C:1]([O:4][C@@H:5]1[CH2:9][C@H:8]([C:10]2[N:14]3[C:15]4[CH:21]=[CH:20][N:19]([S:22]([C:25]5[CH:31]=[CH:30][C:28]([CH3:29])=[CH:27][CH:26]=5)(=[O:24])=[O:23])[C:16]=4[N:17]=[CH:18][C:13]3=[C:12](Br)[N:11]=2)[N:7]([C:33](=[O:35])[CH3:34])[CH2:6]1)(=[O:3])[CH3:2].CC1(C)C(C)(C)OB([C:44]2[CH:49]=[CH:48][C:47]([OH:50])=[CH:46][CH:45]=2)O1.C([O-])([O-])=O.[Na+].[Na+]. Product: [C:1]([O:4][C@@H:5]1[CH2:9][C@H:8]([C:10]2[N:14]3[C:15]4[CH:21]=[CH:20][N:19]([S:22]([C:25]5[CH:31]=[CH:30][C:28]([CH3:29])=[CH:27][CH:26]=5)(=[O:24])=[O:23])[C:16]=4[N:17]=[CH:18][C:13]3=[C:12]([C:44]3[CH:49]=[CH:48][C:47]([OH:50])=[CH:46][CH:45]=3)[N:11]=2)[N:7]([C:33](=[O:35])[CH3:34])[CH2:6]1)(=[O:3])[CH3:2]. The catalyst class is: 438.